From a dataset of Kir2.1 potassium channel HTS with 301,493 compounds. Binary Classification. Given a drug SMILES string, predict its activity (active/inactive) in a high-throughput screening assay against a specified biological target. The molecule is FC(F)(F)C(P(OCC)(=O)C#CC)(O)c1ccccc1. The result is 0 (inactive).